From a dataset of Forward reaction prediction with 1.9M reactions from USPTO patents (1976-2016). Predict the product of the given reaction. (1) Given the reactants [CH3:1][S:2][C:3]1[N:4]=[C:5]([NH:14][C:15]2[CH:20]=[CH:19][C:18]([C:21]([F:24])([F:23])[F:22])=[CH:17][CH:16]=2)[C:6]2[CH2:12][CH2:11][NH:10][CH2:9][CH2:8][C:7]=2[N:13]=1.[CH3:25][O:26][C:27](=[O:36])[C:28]1[CH:33]=[C:32]([Cl:34])[C:31](Cl)=[N:30][CH:29]=1.CCN(CC)CC, predict the reaction product. The product is: [Cl:34][C:32]1[CH:33]=[C:28]([C:27]([O:26][CH3:25])=[O:36])[CH:29]=[N:30][C:31]=1[N:10]1[CH2:11][CH2:12][C:6]2[C:5]([NH:14][C:15]3[CH:20]=[CH:19][C:18]([C:21]([F:22])([F:24])[F:23])=[CH:17][CH:16]=3)=[N:4][C:3]([S:2][CH3:1])=[N:13][C:7]=2[CH2:8][CH2:9]1. (2) Given the reactants [Cl:1][C:2]1[CH:7]=[CH:6][C:5]([S:8]([CH:11]([C:23]2[CH:28]=[C:27]([F:29])[CH:26]=[CH:25][C:24]=2[F:30])[C:12]2[N:17]=[CH:16][C:15](/[CH:18]=[CH:19]/[C:20](O)=[O:21])=[CH:14][CH:13]=2)(=[O:10])=[O:9])=[CH:4][CH:3]=1.S(Cl)(Cl)=O.[NH3:35], predict the reaction product. The product is: [Cl:1][C:2]1[CH:3]=[CH:4][C:5]([S:8]([CH:11]([C:23]2[CH:28]=[C:27]([F:29])[CH:26]=[CH:25][C:24]=2[F:30])[C:12]2[N:17]=[CH:16][C:15](/[CH:18]=[CH:19]/[C:20]([NH2:35])=[O:21])=[CH:14][CH:13]=2)(=[O:10])=[O:9])=[CH:6][CH:7]=1. (3) Given the reactants [O:1]([C:8]1[CH:15]=[CH:14][C:11]([CH:12]=O)=[CH:10][N:9]=1)[C:2]1[CH:7]=[CH:6][CH:5]=[CH:4][CH:3]=1.[CH3:16][CH:17]([CH3:33])[C:18]([NH:20][C:21]1[CH:26]=[CH:25][CH:24]=[C:23]([CH:27]2[CH2:32][CH2:31][NH:30][CH2:29][CH2:28]2)[CH:22]=1)=[O:19], predict the reaction product. The product is: [CH3:16][CH:17]([CH3:33])[C:18]([NH:20][C:21]1[CH:26]=[CH:25][CH:24]=[C:23]([CH:27]2[CH2:32][CH2:31][N:30]([CH2:12][C:11]3[CH:10]=[N:9][C:8]([O:1][C:2]4[CH:7]=[CH:6][CH:5]=[CH:4][CH:3]=4)=[CH:15][CH:14]=3)[CH2:29][CH2:28]2)[CH:22]=1)=[O:19]. (4) Given the reactants Br[C:2]1[CH:10]=[C:9]2[C:5]([CH:6]=[CH:7][N:8]2[CH3:11])=[CH:4][CH:3]=1.[C:12]([C:16]1[CH:21]=[CH:20][C:19](B(O)O)=[CH:18][CH:17]=1)([CH3:15])([CH3:14])[CH3:13].C(=O)([O-])[O-].[K+].[K+].C1(C)C=CC=CC=1, predict the reaction product. The product is: [C:12]([C:16]1[CH:21]=[CH:20][C:19]([C:2]2[CH:10]=[C:9]3[C:5]([CH:6]=[CH:7][N:8]3[CH3:11])=[CH:4][CH:3]=2)=[CH:18][CH:17]=1)([CH3:15])([CH3:14])[CH3:13].